This data is from Experimentally validated miRNA-target interactions with 360,000+ pairs, plus equal number of negative samples. The task is: Binary Classification. Given a miRNA mature sequence and a target amino acid sequence, predict their likelihood of interaction. The miRNA is hsa-miR-6516-3p with sequence AUCAUGUAUGAUACUGCAAACA. The protein sequence of the target gene is MGGCIPFLKAARALCPRIMPPLLLLSAFIFLVSVLGGAPGHNPDRRTKMVSIHSLSELERLKLQETAYHELVARHFLSEFKPDRALPIDRPNTLDKWFLILRGQQRAVSHKTFGISLEEVLVNEFTRRKHLELTATMQVEEATGQAAGRRRGNVVRRVFGRIRRFFSRRRNEPTLPREFTRRGRRGAVSVDSLAELEDGALLLQTLQLSKISFPIGQRLLGSKRKMSLNPIAKQIPQVVEACCQFIEKHGLSAVGIFTLEYSVQRVRQLREEFDQGLDVVLDDNQNVHDVAALLKEFFRD.... Result: 0 (no interaction).